The task is: Predict the product of the given reaction.. This data is from Forward reaction prediction with 1.9M reactions from USPTO patents (1976-2016). Given the reactants [NH2:1][C:2]1[O:6][CH:5]([C:7]2[CH:12]=[C:11]([F:13])[CH:10]=[CH:9][C:8]=2[F:14])[C:4](=[O:15])[C:3]=1[OH:16].C(N(CC)CC)C.[C:24]1([CH2:30][S:31](Cl)(=[O:33])=[O:32])[CH:29]=[CH:28][CH:27]=[CH:26][CH:25]=1.[Cl-].[NH4+], predict the reaction product. The product is: [F:14][C:8]1[CH:9]=[CH:10][C:11]([F:13])=[CH:12][C:7]=1[CH:5]1[C:4](=[O:15])[C:3]([O:16][S:31]([CH2:30][C:24]2[CH:29]=[CH:28][CH:27]=[CH:26][CH:25]=2)(=[O:33])=[O:32])=[C:2]([NH2:1])[O:6]1.